The task is: Regression. Given a peptide amino acid sequence and an MHC pseudo amino acid sequence, predict their binding affinity value. This is MHC class I binding data.. This data is from Peptide-MHC class I binding affinity with 185,985 pairs from IEDB/IMGT. The peptide sequence is DENLWVTVY. The MHC is Mamu-A11 with pseudo-sequence Mamu-A11. The binding affinity (normalized) is 0.0533.